Dataset: Catalyst prediction with 721,799 reactions and 888 catalyst types from USPTO. Task: Predict which catalyst facilitates the given reaction. (1) Product: [CH:25]([S:22]([C:19]1[CH:20]=[CH:21][C:16]([C:12]2[N:11]=[C:10]([C:8]3[O:28][N:29]=[C:30]([C:31]4[CH:36]=[CH:35][CH:34]=[CH:33][CH:32]=4)[CH:9]=3)[CH:15]=[N:14][CH:13]=2)=[CH:17][CH:18]=1)(=[O:24])=[O:23])([CH3:27])[CH3:26]. Reactant: CCN(CC)CC.[C:8]([C:10]1[CH:15]=[N:14][CH:13]=[C:12]([C:16]2[CH:21]=[CH:20][C:19]([S:22]([CH:25]([CH3:27])[CH3:26])(=[O:24])=[O:23])=[CH:18][CH:17]=2)[N:11]=1)#[CH:9].[OH:28][N:29]=[C:30](Cl)[C:31]1[CH:36]=[CH:35][CH:34]=[CH:33][CH:32]=1. The catalyst class is: 173. (2) Reactant: [C:1]([O:5][C:6]([N:8]1[C@H:12]([CH3:13])[CH2:11][CH2:10][C@H:9]1[C:14]([OH:16])=O)=[O:7])([CH3:4])([CH3:3])[CH3:2].CN(C(ON1N=NC2C=CC=NC1=2)=[N+](C)C)C.F[P-](F)(F)(F)(F)F.CCN(C(C)C)C(C)C.[F:50][C:51]([F:67])([F:66])[C:52]1[N:57]=[CH:56][C:55]([C:58]2[N:63]=[CH:62][N:61]=[C:60]([CH2:64][NH2:65])[CH:59]=2)=[CH:54][CH:53]=1. Product: [CH3:13][C@@H:12]1[CH2:11][CH2:10][C@@H:9]([C:14](=[O:16])[NH:65][CH2:64][C:60]2[CH:59]=[C:58]([C:55]3[CH:56]=[N:57][C:52]([C:51]([F:67])([F:66])[F:50])=[CH:53][CH:54]=3)[N:63]=[CH:62][N:61]=2)[N:8]1[C:6]([O:5][C:1]([CH3:2])([CH3:3])[CH3:4])=[O:7]. The catalyst class is: 39. (3) Product: [F:32][C:33]1[C:38]([C:39]#[N:40])=[C:37]([CH3:41])[C:36]([C@H:42]2[O:47][CH2:46][C@H:45]3[CH2:48][N:49]([C:25]([CH:24]4[C:19]5[CH:18]=[N:17][C:16]([N:11]6[CH:15]=[N:14][N:13]=[N:12]6)=[N:21][C:20]=5[CH2:22][CH2:23]4)=[O:27])[CH2:50][CH2:51][N:44]3[CH2:43]2)=[CH:35][CH:34]=1. The catalyst class is: 317. Reactant: ON1C2C=CC=CC=2N=N1.[N:11]1([C:16]2[N:17]=[CH:18][C:19]3[CH:24]([C:25]([OH:27])=O)[CH2:23][CH2:22][C:20]=3[N:21]=2)[CH:15]=[N:14][N:13]=[N:12]1.C(Cl)CCl.[F:32][C:33]1[C:38]([C:39]#[N:40])=[C:37]([CH3:41])[C:36]([C@H:42]2[O:47][CH2:46][C@H:45]3[CH2:48][NH:49][CH2:50][CH2:51][N:44]3[CH2:43]2)=[CH:35][CH:34]=1.C(N(CC)CC)C. (4) The catalyst class is: 6. Product: [CH3:9][C:2]1[C:7]([OH:8])=[C:6]([CH:5]=[CH:4][CH:3]=1)[C:10]([OH:12])=[O:11]. Reactant: [Na].[C:2]1([CH3:9])[C:7]([OH:8])=[CH:6][CH:5]=[CH:4][CH:3]=1.[C:10](=[O:12])=[O:11]. (5) Reactant: [F:1][C:2]1[CH:7]=[C:6]([C:8]2[CH:9]=[C:10]3[C:16]([C:17]4[CH:18]=[N:19][N:20]([CH2:22][C:23]5[CH:28]=[CH:27][CH:26]=[C:25]([F:29])[CH:24]=5)[CH:21]=4)=[CH:15][NH:14][C:11]3=[N:12][CH:13]=2)[CH:5]=[CH:4][C:3]=1[N:30]1[CH2:35][CH2:34][N:33](C(OC(C)(C)C)=O)[CH2:32][CH2:31]1. Product: [F:1][C:2]1[CH:7]=[C:6]([C:8]2[CH:9]=[C:10]3[C:16]([C:17]4[CH:18]=[N:19][N:20]([CH2:22][C:23]5[CH:28]=[CH:27][CH:26]=[C:25]([F:29])[CH:24]=5)[CH:21]=4)=[CH:15][NH:14][C:11]3=[N:12][CH:13]=2)[CH:5]=[CH:4][C:3]=1[N:30]1[CH2:35][CH2:34][NH:33][CH2:32][CH2:31]1. The catalyst class is: 137. (6) Reactant: [C:1]([O:9][C:10]1[CH:11]=[CH:12][C:13]([C:19](=[O:32])[C:20]2[CH:25]=[C:24]([O:26][CH3:27])[C:23]([O:28][CH3:29])=[C:22]([O:30][CH3:31])[CH:21]=2)=[C:14]([CH:18]=1)[C:15](O)=[O:16])(=O)[C:2]1[CH:7]=[CH:6][CH:5]=[CH:4][CH:3]=1.O[N:34]1C2C=CC=CC=2N=N1.O. Product: [CH2:1]([O:9][C:10]1[CH:18]=[C:14]2[C:13]([C:19]([OH:32])([C:20]3[CH:25]=[C:24]([O:26][CH3:27])[C:23]([O:28][CH3:29])=[C:22]([O:30][CH3:31])[CH:21]=3)[NH:34][C:15]2=[O:16])=[CH:12][CH:11]=1)[C:2]1[CH:7]=[CH:6][CH:5]=[CH:4][CH:3]=1. The catalyst class is: 9. (7) Reactant: O.C1(C)C=CC(C([C@](C(O)=O)(O)[C@](C(C2C=CC(C)=CC=2)=O)(O)C(O)=O)=[O:9])=CC=1.[CH2:30]([N:33]1[C:37]([CH2:38][S:39][C:40]2[CH:45]=[CH:44][C:43]([NH2:46])=[CH:42][CH:41]=2)=[CH:36][N:35]=[CH:34]1)[CH2:31][CH3:32].Cl. Product: [CH2:30]([N:33]1[C:37]([CH2:38][S:39]([C:40]2[CH:41]=[CH:42][C:43]([NH2:46])=[CH:44][CH:45]=2)=[O:9])=[CH:36][N:35]=[CH:34]1)[CH2:31][CH3:32]. The catalyst class is: 13.